Regression. Given a peptide amino acid sequence and an MHC pseudo amino acid sequence, predict their binding affinity value. This is MHC class II binding data. From a dataset of Peptide-MHC class II binding affinity with 134,281 pairs from IEDB. (1) The peptide sequence is IIAGTPEVHAVKPGA. The MHC is HLA-DPA10201-DPB11401 with pseudo-sequence HLA-DPA10201-DPB11401. The binding affinity (normalized) is 0.0786. (2) The peptide sequence is PELELNVDAMSQCVS. The MHC is DRB1_0101 with pseudo-sequence DRB1_0101. The binding affinity (normalized) is 0.493.